From a dataset of Peptide-MHC class I binding affinity with 185,985 pairs from IEDB/IMGT. Regression. Given a peptide amino acid sequence and an MHC pseudo amino acid sequence, predict their binding affinity value. This is MHC class I binding data. (1) The peptide sequence is MTPAERLINM. The MHC is Mamu-A02 with pseudo-sequence Mamu-A02. The binding affinity (normalized) is 0.418. (2) The peptide sequence is KSNGAQQWL. The MHC is HLA-B58:01 with pseudo-sequence HLA-B58:01. The binding affinity (normalized) is 0.457. (3) The MHC is HLA-B35:01 with pseudo-sequence HLA-B35:01. The peptide sequence is ATIGTAMYK. The binding affinity (normalized) is 0.000742. (4) The binding affinity (normalized) is 0. The MHC is Mamu-B01 with pseudo-sequence Mamu-B01. The peptide sequence is LQMNSLRA.